Dataset: Forward reaction prediction with 1.9M reactions from USPTO patents (1976-2016). Task: Predict the product of the given reaction. (1) Given the reactants [CH2:1]([O:3][C:4](=[O:35])[CH:5]=[C:6]([C:28]1[CH:33]=[CH:32][CH:31]=[CH:30][C:29]=1[Cl:34])[C:7]1[N:19]([C:20]2[C:25]([F:26])=[CH:24][CH:23]=[CH:22][C:21]=2[F:27])[C:10]2[N:11]=[C:12](S(C)(=O)=O)[N:13]=[CH:14][C:9]=2[CH:8]=1)[CH3:2].C(N(C(C)C)CC)(C)C.Cl.[NH2:46][CH:47]([CH3:52])[C:48]([CH3:51])([OH:50])[CH3:49], predict the reaction product. The product is: [CH2:1]([O:3][C:4](=[O:35])[CH:5]=[C:6]([C:28]1[CH:33]=[CH:32][CH:31]=[CH:30][C:29]=1[Cl:34])[C:7]1[N:19]([C:20]2[C:25]([F:26])=[CH:24][CH:23]=[CH:22][C:21]=2[F:27])[C:10]2[N:11]=[C:12]([NH:46][CH:47]([CH3:52])[C:48]([OH:50])([CH3:51])[CH3:49])[N:13]=[CH:14][C:9]=2[CH:8]=1)[CH3:2]. (2) Given the reactants Br[C:2]1[CH:3]=[CH:4][C:5]([O:24][C:25]([F:28])([F:27])[F:26])=[C:6]([C:8]2[CH:17]=[C:16]3[C:11]([C:12]([CH3:22])([CH3:21])[CH2:13][C:14](=[O:20])[N:15]3[CH2:18][CH3:19])=[CH:10][C:9]=2[CH3:23])[CH:7]=1.[CH2:29]([OH:32])[C:30]#[CH:31], predict the reaction product. The product is: [CH2:18]([N:15]1[C:16]2[C:11](=[CH:10][C:9]([CH3:23])=[C:8]([C:6]3[CH:7]=[C:2]([C:31]#[C:30][CH2:29][OH:32])[CH:3]=[CH:4][C:5]=3[O:24][C:25]([F:27])([F:28])[F:26])[CH:17]=2)[C:12]([CH3:21])([CH3:22])[CH2:13][C:14]1=[O:20])[CH3:19]. (3) Given the reactants [Br-:1].[Li+].CS(O[C@@H:8]([CH2:12][C:13]1[CH:18]=[CH:17][CH:16]=[CH:15][CH:14]=1)[C:9]([OH:11])=[O:10])(=O)=O.C(OC(C)C)(C)C, predict the reaction product. The product is: [Br:1][C@H:8]([CH2:12][C:13]1[CH:18]=[CH:17][CH:16]=[CH:15][CH:14]=1)[C:9]([OH:11])=[O:10]. (4) Given the reactants [F:1][C:2]1[C:13]([C:14]([F:17])([F:16])[F:15])=[CH:12][CH:11]=[CH:10][C:3]=1[C:4](N(OC)C)=[O:5].[CH3:18][O:19][C:20]1[CH:25]=[CH:24][C:23]([Mg]Br)=[CH:22][CH:21]=1, predict the reaction product. The product is: [F:1][C:2]1[C:13]([C:14]([F:15])([F:16])[F:17])=[CH:12][CH:11]=[CH:10][C:3]=1[C:4]([C:23]1[CH:24]=[CH:25][C:20]([O:19][CH3:18])=[CH:21][CH:22]=1)=[O:5]. (5) Given the reactants Cl.[CH2:2]([O:4][C:5](=[O:24])[C@H:6]([CH3:23])[CH2:7][C@H:8]([NH2:22])[CH2:9][C:10]1[CH:15]=[CH:14][C:13]([C:16]2[CH:21]=[CH:20][CH:19]=[CH:18][CH:17]=2)=[CH:12][CH:11]=1)[CH3:3].C[O:26][C:27](=[O:37])[C:28]1[CH:33]=[CH:32][CH:31]=[C:30]([C:34](Cl)=[O:35])[CH:29]=1.N1C=CC=CC=1, predict the reaction product. The product is: [C:13]1([C:16]2[CH:21]=[CH:20][CH:19]=[CH:18][CH:17]=2)[CH:12]=[CH:11][C:10]([CH2:9][C@@H:8]([NH:22][C:34](=[O:35])[C:30]2[CH:29]=[C:28]([CH:33]=[CH:32][CH:31]=2)[C:27]([OH:37])=[O:26])[CH2:7][C@H:6]([C:5]([O:4][CH2:2][CH3:3])=[O:24])[CH3:23])=[CH:15][CH:14]=1. (6) Given the reactants [NH:1]1[CH2:6][CH2:5][O:4][CH2:3][CH2:2]1.C(N(CC)CC)C.Br[CH2:15][C:16]1[CH:17]=[C:18]([CH:23]=[CH:24][CH:25]=1)[C:19]([O:21][CH3:22])=[O:20], predict the reaction product. The product is: [N:1]1([CH2:15][C:16]2[CH:17]=[C:18]([CH:23]=[CH:24][CH:25]=2)[C:19]([O:21][CH3:22])=[O:20])[CH2:6][CH2:5][O:4][CH2:3][CH2:2]1. (7) Given the reactants [CH3:1][C:2]1[CH:7]=[CH:6][C:5]([NH2:8])=[C:4]([NH2:9])[CH:3]=1.[C:10](N1C=CN=C1)(N1C=CN=C1)=[O:11].C(OC(C)C)(C)C, predict the reaction product. The product is: [CH3:1][C:2]1[CH:7]=[CH:6][C:5]2[NH:8][C:10](=[O:11])[NH:9][C:4]=2[CH:3]=1.